This data is from Forward reaction prediction with 1.9M reactions from USPTO patents (1976-2016). The task is: Predict the product of the given reaction. Given the reactants Br[C:2]1[C:6]2=[N:7][CH:8]=[CH:9][CH:10]=[C:5]2[S:4][N:3]=1.[NH2:11][CH2:12][CH2:13][CH2:14][NH2:15], predict the reaction product. The product is: [S:4]1[C:5]2[C:6](=[N:7][CH:8]=[CH:9][CH:10]=2)[C:2]([NH:11][CH2:12][CH2:13][CH2:14][NH2:15])=[N:3]1.